From a dataset of Forward reaction prediction with 1.9M reactions from USPTO patents (1976-2016). Predict the product of the given reaction. (1) Given the reactants [Cl:1][C:2]1[N:7]=[C:6]([C:8]2[CH:9]=[C:10]([CH:13]=[CH:14][CH:15]=2)[CH:11]=O)[CH:5]=[CH:4][N:3]=1.[C:16]([O:20][C:21]([N:23]1[CH2:28][CH2:27][NH:26][CH2:25][CH:24]1[CH2:29][CH:30]([CH3:32])[CH3:31])=[O:22])([CH3:19])([CH3:18])[CH3:17], predict the reaction product. The product is: [C:16]([O:20][C:21]([N:23]1[CH2:28][CH2:27][N:26]([CH2:11][C:10]2[CH:13]=[CH:14][CH:15]=[C:8]([C:6]3[CH:5]=[CH:4][N:3]=[C:2]([Cl:1])[N:7]=3)[CH:9]=2)[CH2:25][CH:24]1[CH2:29][CH:30]([CH3:32])[CH3:31])=[O:22])([CH3:19])([CH3:18])[CH3:17]. (2) Given the reactants Br[C:2]1[CH:3]=[N:4][N:5]2[CH:10]=[C:9]([Cl:11])[CH:8]=[N:7][C:6]=12.C[O:13][C:14]([C:16]1[S:17][CH:18]=[C:19](B2OC(C)(C)C(C)(C)O2)[CH:20]=1)=[O:15].C(=O)([O-])[O-].[Na+].[Na+].[OH-].[K+].Cl, predict the reaction product. The product is: [Cl:11][C:9]1[CH:8]=[N:7][C:6]2[N:5]([N:4]=[CH:3][C:2]=2[C:19]2[CH:20]=[C:16]([C:14]([OH:15])=[O:13])[S:17][CH:18]=2)[CH:10]=1. (3) Given the reactants [C:1]([C:5]1[CH:10]=[CH:9][C:8]([S:11]([NH:14][C:15]2[CH:20]=[CH:19][C:18]([Cl:21])=[CH:17][C:16]=2[N:22]2[C:26]([CH:27](C)C)=[CH:25][N:24]=[N:23]2)(=[O:13])=[O:12])=[CH:7][CH:6]=1)([CH3:4])([CH3:3])[CH3:2].CC(C)=O, predict the reaction product. The product is: [C:1]([C:5]1[CH:10]=[CH:9][C:8]([S:11]([NH:14][C:15]2[CH:20]=[CH:19][C:18]([Cl:21])=[CH:17][C:16]=2[N:22]2[C:26]([CH3:27])=[CH:25][N:24]=[N:23]2)(=[O:13])=[O:12])=[CH:7][CH:6]=1)([CH3:4])([CH3:3])[CH3:2]. (4) Given the reactants [NH2:15][C:14]1[CH:16]=[C:17]([Cl:22])[C:18]([O:20][CH3:21])=[CH:19][C:13]=1[S:12][S:12][C:13]1[CH:19]=[C:18]([O:20][CH3:21])[C:17]([Cl:22])=[CH:16][C:14]=1[NH2:15].[C:23]1([CH:29]2[NH:34][C:33](=[O:35])[CH2:32][C:31](=O)[CH2:30]2)[CH:28]=[CH:27][CH:26]=[CH:25][CH:24]=1, predict the reaction product. The product is: [Cl:22][C:17]1[C:18]([O:20][CH3:21])=[CH:19][C:13]2[S:12][C:32]3[C:33](=[O:35])[NH:34][CH:29]([C:23]4[CH:28]=[CH:27][CH:26]=[CH:25][CH:24]=4)[CH2:30][C:31]=3[NH:15][C:14]=2[CH:16]=1. (5) Given the reactants C[Si]([N-][Si](C)(C)C)(C)C.[Li+].[CH3:11][C:12]1[N:13]=[CH:14][C:15]([C:18](=[O:20])[CH3:19])=[N:16][CH:17]=1.[C:21](OCC)(=[O:27])[C:22]([O:24][CH2:25][CH3:26])=[O:23].O, predict the reaction product. The product is: [CH3:11][C:12]1[N:13]=[CH:14][C:15]([C:18](=[O:20])[CH2:19][C:21](=[O:27])[C:22]([O:24][CH2:25][CH3:26])=[O:23])=[N:16][CH:17]=1.